This data is from Full USPTO retrosynthesis dataset with 1.9M reactions from patents (1976-2016). The task is: Predict the reactants needed to synthesize the given product. (1) Given the product [F:18][C:17]([F:19])([F:20])[C:15]1[CH:14]=[C:5]([CH:4]=[C:3]([C:2]([F:1])([F:21])[F:22])[CH:16]=1)[CH2:6][N:7]([CH2:26][C:27]1[CH:32]=[C:31]([C:33]([F:34])([F:35])[F:36])[CH:30]=[CH:29][C:28]=1[C:37]1([O:45][CH3:46])[CH2:38][CH2:39][CH:40]([C:43]#[N:44])[CH2:41][CH2:42]1)[C:8]1[N:9]=[N:10][N:11]([CH3:13])[N:12]=1, predict the reactants needed to synthesize it. The reactants are: [F:1][C:2]([F:22])([F:21])[C:3]1[CH:4]=[C:5]([CH:14]=[C:15]([C:17]([F:20])([F:19])[F:18])[CH:16]=1)[CH2:6][NH:7][C:8]1[N:9]=[N:10][N:11]([CH3:13])[N:12]=1.[H-].[Na+].Br[CH2:26][C:27]1[CH:32]=[C:31]([C:33]([F:36])([F:35])[F:34])[CH:30]=[CH:29][C:28]=1[C:37]1([O:45][CH3:46])[CH2:42][CH2:41][CH:40]([C:43]#[N:44])[CH2:39][CH2:38]1.Cl. (2) Given the product [Br:22][CH2:23][CH2:24][NH:25][C:14](=[O:15])[O:16][C:17]([CH3:18])([CH3:19])[CH3:20], predict the reactants needed to synthesize it. The reactants are: C(=O)(O)[O-].[Na+].[C:14](O[C:14]([O:16][C:17]([CH3:20])([CH3:19])[CH3:18])=[O:15])([O:16][C:17]([CH3:20])([CH3:19])[CH3:18])=[O:15].Br.[Br:22][CH2:23][CH2:24][NH2:25].